This data is from Forward reaction prediction with 1.9M reactions from USPTO patents (1976-2016). The task is: Predict the product of the given reaction. (1) Given the reactants [O:1]=[C:2]1[C@H:6]([NH:7][C:8]([C:10]2[C:14]([CH3:15])=[C:13](/[CH:16]=[C:17]3\[C:18](=[O:27])[NH:19][C:20]4[C:25]\3=[CH:24][C:23]([F:26])=[CH:22][CH:21]=4)[NH:12][C:11]=2[CH3:28])=[O:9])[CH2:5][O:4][NH:3]1.[Na+].[I-].CCN(C(C)C)C(C)C.[H-].[Na+].[Cl-].Cl[CH2:44][CH2:45][N:46]1[CH2:51][CH2:50][O:49][CH2:48][CH2:47]1, predict the reaction product. The product is: [N:46]1([CH2:45][CH2:44][N:3]2[C:2](=[O:1])[C@H:6]([NH:7][C:8]([C:10]3[C:14]([CH3:15])=[C:13](/[CH:16]=[C:17]4\[C:18](=[O:27])[NH:19][C:20]5[C:25]\4=[CH:24][C:23]([F:26])=[CH:22][CH:21]=5)[NH:12][C:11]=3[CH3:28])=[O:9])[CH2:5][O:4]2)[CH2:51][CH2:50][O:49][CH2:48][CH2:47]1. (2) Given the reactants C(OP([CH2:9][C:10]1[CH:15]=[CH:14][C:13]([N+:16]([O-:18])=[O:17])=[CH:12][CH:11]=1)(=O)OCC)C.[F:19][C:20]1[CH:21]=[C:22]([CH:25]=[CH:26][CH:27]=1)[CH:23]=O, predict the reaction product. The product is: [F:19][C:20]1[CH:21]=[C:22]([CH:23]=[CH:9][C:10]2[CH:11]=[CH:12][C:13]([N+:16]([O-:18])=[O:17])=[CH:14][CH:15]=2)[CH:25]=[CH:26][CH:27]=1. (3) Given the reactants [F:1][C:2]1[CH:3]=[C:4](B(O)O)[CH:5]=[C:6]([F:8])[CH:7]=1.P([O-])([O-])([O-])=O.[K+].[K+].[K+].C1(P(C2CCCCC2)C2C=CC=CC=2C2C(OC)=CC=CC=2OC)CCCCC1.Br[C:50]1[C:51]2[CH:67]=[CH:66][CH:65]=[CH:64][C:52]=2[S:53][C:54]=1[CH:55]([NH:57][S:58]([C:60]([CH3:63])([CH3:62])[CH3:61])=[O:59])[CH3:56], predict the reaction product. The product is: [F:1][C:2]1[CH:3]=[C:4]([C:50]2[C:51]3[CH:67]=[CH:66][CH:65]=[CH:64][C:52]=3[S:53][C:54]=2[CH:55]([NH:57][S:58]([C:60]([CH3:62])([CH3:63])[CH3:61])=[O:59])[CH3:56])[CH:5]=[C:6]([F:8])[CH:7]=1. (4) Given the reactants [CH3:1][C:2]1[N:7]=[C:6]([C:8]#[N:9])[CH:5]=[CH:4][C:3]=1[CH2:10][S:11]([CH3:14])(=[O:13])=[O:12].C(C1C=NC=C(CCC(C)C)C=1)#N, predict the reaction product. The product is: [CH3:1][C:2]1[N:7]=[C:6]([CH2:8][NH2:9])[CH:5]=[CH:4][C:3]=1[CH2:10][S:11]([CH3:14])(=[O:13])=[O:12]. (5) Given the reactants [CH3:1][C:2]1[N:6]=[C:5]([CH:7]2[CH2:12][CH2:11][CH2:10][NH:9][CH2:8]2)[O:4][N:3]=1.[C:13]([OH:22])(=[O:21])[C@@H:14]([C@H:16]([C:18]([OH:20])=[O:19])[OH:17])[OH:15].C(#N)C, predict the reaction product. The product is: [C:18]([C@@H:16]([C@H:14]([C:13]([O-:22])=[O:21])[OH:15])[OH:17])([O-:20])=[O:19].[CH3:1][C:2]1[N:6]=[C:5]([CH:7]2[CH2:12][CH2:11][CH2:10][NH:9][CH2:8]2)[O:4][N:3]=1. (6) Given the reactants Br[C:2]1[C:10]2[C:5](=[CH:6][CH:7]=[C:8]([N+:11]([O-:13])=[O:12])[CH:9]=2)[N:4]([C:14]([C:27]2[CH:32]=[CH:31][CH:30]=[CH:29][CH:28]=2)([C:21]2[CH:26]=[CH:25][CH:24]=[CH:23][CH:22]=2)[C:15]2[CH:20]=[CH:19][CH:18]=[CH:17][CH:16]=2)[N:3]=1.[F:33][C:34]1[CH:39]=[CH:38][C:37](B(O)O)=[CH:36][C:35]=1[OH:43].[O-]P([O-])([O-])=O.[K+].[K+].[K+], predict the reaction product. The product is: [F:33][C:34]1[CH:39]=[CH:38][C:37]([C:2]2[C:10]3[C:5](=[CH:6][CH:7]=[C:8]([N+:11]([O-:13])=[O:12])[CH:9]=3)[N:4]([C:14]([C:27]3[CH:32]=[CH:31][CH:30]=[CH:29][CH:28]=3)([C:21]3[CH:26]=[CH:25][CH:24]=[CH:23][CH:22]=3)[C:15]3[CH:20]=[CH:19][CH:18]=[CH:17][CH:16]=3)[N:3]=2)=[CH:36][C:35]=1[OH:43]. (7) Given the reactants CN(C)C=O.C(=O)([O-])[O-].[K+].[K+].I[C:13]1[C:18]([O:19][C:20]2[C:29]3[C:24](=[CH:25][C:26]([O:32][CH3:33])=[C:27]([O:30][CH3:31])[CH:28]=3)[N:23]=[CH:22][CH:21]=2)=[CH:17][CH:16]=[C:15]([CH3:34])[N:14]=1.[C:35]([C:38]1[CH:39]=[C:40](B(O)O)[CH:41]=[CH:42][CH:43]=1)(=[O:37])[CH3:36], predict the reaction product. The product is: [CH3:31][O:30][C:27]1[CH:28]=[C:29]2[C:24](=[CH:25][C:26]=1[O:32][CH3:33])[N:23]=[CH:22][CH:21]=[C:20]2[O:19][C:18]1[C:13]([C:42]2[CH:43]=[C:38]([C:35](=[O:37])[CH3:36])[CH:39]=[CH:40][CH:41]=2)=[N:14][C:15]([CH3:34])=[CH:16][CH:17]=1.